This data is from Full USPTO retrosynthesis dataset with 1.9M reactions from patents (1976-2016). The task is: Predict the reactants needed to synthesize the given product. (1) Given the product [F:9][C:8]([F:11])([F:10])[C:45]([OH:46])=[O:36].[F:1][C:2]1[CH:3]=[C:4]([C@@H:12]([C:14]2[C:19]([C:20]([F:23])([F:21])[F:22])=[CH:18][CH:17]=[CH:16][N:15]=2)[NH:13][C:39]([N:33]2[CH2:38][CH2:37][O:36][CH2:35][CH2:34]2)=[O:40])[CH:5]=[CH:6][C:7]=1[C:8]([F:11])([F:9])[F:10], predict the reactants needed to synthesize it. The reactants are: [F:1][C:2]1[CH:3]=[C:4]([C@@H:12]([C:14]2[C:19]([C:20]([F:23])([F:22])[F:21])=[CH:18][CH:17]=[CH:16][N:15]=2)[NH2:13])[CH:5]=[CH:6][C:7]=1[C:8]([F:11])([F:10])[F:9].CCN(C(C)C)C(C)C.[N:33]1([C:39](Cl)=[O:40])[CH2:38][CH2:37][O:36][CH2:35][CH2:34]1.CN([CH:45]=[O:46])C. (2) Given the product [Cl:43][C:6]1[CH:5]=[N+:4]([O-:44])[CH:3]=[C:2]([Cl:1])[C:7]=1[CH2:8][C@@H:9]([C:28]1[CH:33]=[CH:32][C:31]([O:34][CH:35]([F:37])[F:36])=[C:30]([O:38][CH2:39][CH:40]2[CH2:42][CH2:41]2)[CH:29]=1)[O:10][C:11](=[O:27])[CH2:12][N:13]1[C:21](=[O:22])[CH2:46][C:20]2[C:15](=[CH:16][CH:17]=[CH:18][CH:19]=2)[C:14]1=[O:26], predict the reactants needed to synthesize it. The reactants are: [Cl:1][C:2]1[CH:3]=[N+:4]([O-:44])[CH:5]=[C:6]([Cl:43])[C:7]=1[CH2:8][C@@H:9]([C:28]1[CH:33]=[CH:32][C:31]([O:34][CH:35]([F:37])[F:36])=[C:30]([O:38][CH2:39][CH:40]2[CH2:42][CH2:41]2)[CH:29]=1)[O:10][C:11](=[O:27])[CH2:12][N:13]1[C:21](=[O:22])[C:20]2[C:15](=[CH:16][CH:17]=[C:18]([N+]([O-])=O)[CH:19]=2)[C:14]1=[O:26].O=[C:46]1C2C(=CC=CC=2)CC(=O)N1CC(Cl)=O. (3) The reactants are: [NH2:1][C@@:2]([C:11]1[C:16]([F:17])=[CH:15][CH:14]=[C:13]([Br:18])[N:12]=1)([CH3:10])[CH2:3][C@H:4]([OH:9])[C:5]([F:8])([F:7])[F:6].Br[C:20]#[N:21]. Given the product [Br:18][C:13]1[N:12]=[C:11]([C@:2]2([CH3:10])[CH2:3][C@@H:4]([C:5]([F:6])([F:7])[F:8])[O:9][C:20]([NH2:21])=[N:1]2)[C:16]([F:17])=[CH:15][CH:14]=1, predict the reactants needed to synthesize it.